Dataset: Full USPTO retrosynthesis dataset with 1.9M reactions from patents (1976-2016). Task: Predict the reactants needed to synthesize the given product. (1) Given the product [CH3:17][O:16][C:14]1[CH:13]=[CH:12][C:4]([CH2:5][NH:6][C:7]2[CH:28]=[CH:27][N:10]=[CH:9][N:8]=2)=[CH:3][CH:15]=1, predict the reactants needed to synthesize it. The reactants are: CO[C:3]1[CH:15]=[C:14]([O:16][CH3:17])[CH:13]=[CH:12][C:4]=1[CH2:5][NH:6][C:7]1S[N:10]=[CH:9][N:8]=1.S1C(N)=NC=N1.N1C=[CH:28][C:27](N)=NC=1. (2) Given the product [CH3:25][O:26][C:27]1[CH:28]=[C:29]([CH:32]=[CH:33][C:34]=1[N:35]1[CH:39]=[C:38]([CH3:40])[N:37]=[CH:36]1)/[CH:30]=[C:14]1/[C:13](=[O:24])[N:12]([CH3:11])[CH:17]([C:18]2[CH:23]=[CH:22][CH:21]=[CH:20][CH:19]=2)[CH2:16][CH2:15]/1, predict the reactants needed to synthesize it. The reactants are: C[Si]([N-][Si](C)(C)C)(C)C.[Li+].[CH3:11][N:12]1[CH:17]([C:18]2[CH:23]=[CH:22][CH:21]=[CH:20][CH:19]=2)[CH2:16][CH2:15][CH2:14][C:13]1=[O:24].[CH3:25][O:26][C:27]1[CH:28]=[C:29]([CH:32]=[CH:33][C:34]=1[N:35]1[CH:39]=[C:38]([CH3:40])[N:37]=[CH:36]1)[CH:30]=O.[Cl-].[NH4+]. (3) Given the product [CH3:13][O:12][C:10]([C:7]1[CH:8]=[C:9]2[C:4]([CH:3]=[CH:2][N:1]2[CH2:17][CH2:18][CH2:19][O:20][CH3:21])=[CH:5][CH:6]=1)=[O:11], predict the reactants needed to synthesize it. The reactants are: [NH:1]1[C:9]2[C:4](=[CH:5][CH:6]=[C:7]([C:10]([O:12][CH3:13])=[O:11])[CH:8]=2)[CH:3]=[CH:2]1.[H-].[Na+].Br[CH2:17][CH2:18][CH2:19][O:20][CH3:21].[NH4+].[Cl-]. (4) The reactants are: C1(N2CCN(CC3CCC4C(=CC=CC=4)N3)CC2)C2C(=CC=CC=2)C=CN=1.[F:28][C:29]([F:58])([F:57])[O:30][C:31]1[CH:32]=[C:33]2[C:38](=[CH:39][CH:40]=1)[N:37]=[C:36]([CH2:41][N:42]1[CH2:47][CH2:46][N:45]([C:48]3[CH:56]=[CH:55][CH:54]=[C:53]4[C:49]=3[CH:50]=[CH:51][NH:52]4)[CH2:44][CH2:43]1)[CH:35]=[CH:34]2. Given the product [F:57][C:29]([F:28])([F:58])[O:30][C:31]1[CH:32]=[C:33]2[C:38](=[CH:39][CH:40]=1)[NH:37][CH:36]([CH2:41][N:42]1[CH2:47][CH2:46][N:45]([C:48]3[CH:56]=[CH:55][CH:54]=[C:53]4[C:49]=3[CH:50]=[CH:51][NH:52]4)[CH2:44][CH2:43]1)[CH2:35][CH2:34]2, predict the reactants needed to synthesize it.